This data is from NCI-60 drug combinations with 297,098 pairs across 59 cell lines. The task is: Regression. Given two drug SMILES strings and cell line genomic features, predict the synergy score measuring deviation from expected non-interaction effect. (1) Drug 1: C1=C(C(=O)NC(=O)N1)N(CCCl)CCCl. Synergy scores: CSS=46.3, Synergy_ZIP=0.124, Synergy_Bliss=-1.33, Synergy_Loewe=-16.0, Synergy_HSA=-1.23. Cell line: 786-0. Drug 2: CCCCCOC(=O)NC1=NC(=O)N(C=C1F)C2C(C(C(O2)C)O)O. (2) Drug 1: C1CN1P(=S)(N2CC2)N3CC3. Drug 2: CC12CCC3C(C1CCC2O)C(CC4=C3C=CC(=C4)O)CCCCCCCCCS(=O)CCCC(C(F)(F)F)(F)F. Cell line: SK-OV-3. Synergy scores: CSS=-3.05, Synergy_ZIP=-0.642, Synergy_Bliss=-0.283, Synergy_Loewe=-6.00, Synergy_HSA=-3.62.